Dataset: Forward reaction prediction with 1.9M reactions from USPTO patents (1976-2016). Task: Predict the product of the given reaction. (1) Given the reactants [Cl:1][C:2]1[CH:7]=[CH:6][C:5]([CH:8]([CH:14]=O)[C:9]([O:11][CH2:12][CH3:13])=[O:10])=[CH:4][CH:3]=1.ClC1C=CC(C(=CO)C(OCC)=O)=CC=1.C([O-])=O.[NH4+:34], predict the reaction product. The product is: [NH2:34][CH:14]=[C:8]([C:5]1[CH:6]=[CH:7][C:2]([Cl:1])=[CH:3][CH:4]=1)[C:9]([O:11][CH2:12][CH3:13])=[O:10]. (2) Given the reactants C[O:2][C:3]1[CH:18]=[CH:17][C:6]2[C:7]([C:11]3[CH:16]=[CH:15][CH:14]=[CH:13][CH:12]=3)=[C:8]([CH3:10])[O:9][C:5]=2[C:4]=1[CH3:19].B(Cl)(Cl)Cl, predict the reaction product. The product is: [CH3:10][C:8]1[O:9][C:5]2[C:4]([CH3:19])=[C:3]([OH:2])[CH:18]=[CH:17][C:6]=2[C:7]=1[C:11]1[CH:16]=[CH:15][CH:14]=[CH:13][CH:12]=1. (3) Given the reactants CN(/[CH:4]=[C:5]1\[C:6](=O)[C:7]2[C:12]([C@H:13]([C:15]3[CH:20]=[CH:19][CH:18]=[CH:17][C:16]=3[F:21])[CH2:14]\1)=[CH:11][CH:10]=[CH:9][CH:8]=2)C.[NH:23]([C:27]1[CH:32]=[CH:31][C:30]([N:33]2[CH2:38][CH2:37][N:36]([C:39]([O:41][CH2:42][C:43]3[CH:48]=[CH:47][CH:46]=[CH:45][CH:44]=3)=[O:40])[CH2:35][CH2:34]2)=[CH:29][CH:28]=1)[C:24]([NH2:26])=[NH:25], predict the reaction product. The product is: [F:21][C:16]1[CH:17]=[CH:18][CH:19]=[CH:20][C:15]=1[C@H:13]1[C:12]2[CH:11]=[CH:10][CH:9]=[CH:8][C:7]=2[C:6]2[N:26]=[C:24]([NH:23][C:27]3[CH:32]=[CH:31][C:30]([N:33]4[CH2:34][CH2:35][N:36]([C:39]([O:41][CH2:42][C:43]5[CH:44]=[CH:45][CH:46]=[CH:47][CH:48]=5)=[O:40])[CH2:37][CH2:38]4)=[CH:29][CH:28]=3)[N:25]=[CH:4][C:5]=2[CH2:14]1.